Dataset: Forward reaction prediction with 1.9M reactions from USPTO patents (1976-2016). Task: Predict the product of the given reaction. (1) Given the reactants [N:1]1[CH:6]=[CH:5][CH:4]=[C:3]([C:7]2[CH:11]=[C:10]([C:12]([F:15])([F:14])[F:13])[N:9]([C:16]3[N:21]=[N:20][C:19]([NH2:22])=[CH:18][CH:17]=3)[N:8]=2)[CH:2]=1.C(N(CC)C(C)C)(C)C.[N:32]1([C:38]2[CH:39]=[C:40]([CH:44]=[CH:45][CH:46]=2)[C:41](Cl)=[O:42])[CH2:37][CH2:36][O:35][CH2:34][CH2:33]1.C(=O)(O)[O-].[Na+], predict the reaction product. The product is: [N:1]1[CH:6]=[CH:5][CH:4]=[C:3]([C:7]2[CH:11]=[C:10]([C:12]([F:15])([F:13])[F:14])[N:9]([C:16]3[N:21]=[N:20][C:19]([NH2:22])=[CH:18][CH:17]=3)[N:8]=2)[CH:2]=1.[N:32]1([C:38]2[CH:39]=[C:40]([CH:44]=[CH:45][CH:46]=2)[C:41]([NH:22][C:19]2[N:20]=[N:21][C:16]([N:9]3[C:10]([C:12]([F:15])([F:13])[F:14])=[CH:11][C:7]([C:3]4[CH:2]=[N:1][CH:6]=[CH:5][CH:4]=4)=[N:8]3)=[CH:17][CH:18]=2)=[O:42])[CH2:37][CH2:36][O:35][CH2:34][CH2:33]1. (2) Given the reactants [F:1][C:2]([F:12])([F:11])[C:3]1[CH:4]=[C:5]([NH:9][NH2:10])[CH:6]=[CH:7][CH:8]=1.[C:13](OCC)(=[O:20])[CH2:14][C:15](OCC)=[O:16].[O-]CC.[Na+], predict the reaction product. The product is: [F:1][C:2]([F:11])([F:12])[C:3]1[CH:4]=[C:5]([N:9]2[C:15](=[O:16])[CH2:14][C:13](=[O:20])[NH:10]2)[CH:6]=[CH:7][CH:8]=1. (3) Given the reactants [NH2:1][C:2]1[CH:7]=[CH:6][CH:5]=[CH:4][C:3]=1[OH:8].C[Si](Cl)(C)C.[C:14](Cl)(=[O:16])[CH3:15].N, predict the reaction product. The product is: [OH:8][C:3]1[CH:4]=[CH:5][CH:6]=[CH:7][C:2]=1[NH:1][C:14](=[O:16])[CH3:15]. (4) Given the reactants [F:1][C:2]1[CH:7]=[CH:6][C:5]([N:8]2[C:16]3[C:11](=[CH:12][C:13](I)=[CH:14][CH:15]=3)[CH:10]=[N:9]2)=[CH:4][CH:3]=1.[Li]CCCC.[C:23]1(=[O:29])[CH2:28][CH2:27][CH2:26][CH2:25][CH2:24]1, predict the reaction product. The product is: [F:1][C:2]1[CH:7]=[CH:6][C:5]([N:8]2[C:16]3[C:11](=[CH:12][C:13]([C:23]4([OH:29])[CH2:28][CH2:27][CH2:26][CH2:25][CH2:24]4)=[CH:14][CH:15]=3)[CH:10]=[N:9]2)=[CH:4][CH:3]=1. (5) Given the reactants [CH3:1][C:2]1[C:3]([S:8]([N:11]([CH2:19][C:20](O)=[O:21])[C:12]2[CH:17]=[CH:16][C:15]([CH3:18])=[CH:14][CH:13]=2)(=[O:10])=[O:9])=[N:4][CH:5]=[CH:6][CH:7]=1.[CH2:23]([NH:25][CH2:26][C:27]1[CH:32]=[CH:31][CH:30]=[C:29]([CH3:33])[N:28]=1)[CH3:24], predict the reaction product. The product is: [CH2:23]([N:25]([CH2:26][C:27]1[CH:32]=[CH:31][CH:30]=[C:29]([CH3:33])[N:28]=1)[C:20](=[O:21])[CH2:19][N:11]([S:8]([C:3]1[C:2]([CH3:1])=[CH:7][CH:6]=[CH:5][N:4]=1)(=[O:9])=[O:10])[C:12]1[CH:13]=[CH:14][C:15]([CH3:18])=[CH:16][CH:17]=1)[CH3:24].